Task: Predict the product of the given reaction.. Dataset: Forward reaction prediction with 1.9M reactions from USPTO patents (1976-2016) (1) Given the reactants [F:1][C:2]([F:36])([F:35])[C@@:3]([C:6]1[CH:11]=[CH:10][C:9]([N:12]2[CH2:17][CH2:16][N:15]([S:18]([C:21]3[CH:26]=[CH:25][CH:24]=[CH:23][CH:22]=3)(=[O:20])=[O:19])[CH2:14][C@@H:13]2[CH2:27][N:28]2[CH2:33][CH2:32][O:31][CH2:30][C@@H:29]2[CH3:34])=[CH:8][CH:7]=1)([OH:5])[CH3:4].FC(F)(F)[C@](C1C=CC(N2CCN(S(C3C=CC=CC=3)(=O)=O)C[C@@H]2CN2CCOC[C@@H]2C)=CC=1)(O)C.FC(F)(F)[C@](C1C=CC(N2CCN(S(C3C=CC=CC=3)(=O)=O)C[C@H]2CN2CCOC[C@@H]2C)=CC=1)(O)C, predict the reaction product. The product is: [F:36][C:2]([F:1])([F:35])[C@@:3]([C:6]1[CH:11]=[CH:10][C:9]([N:12]2[CH2:17][CH2:16][N:15]([S:18]([C:21]3[CH:26]=[CH:25][CH:24]=[CH:23][CH:22]=3)(=[O:20])=[O:19])[CH2:14][C@H:13]2[CH2:27][N:28]2[CH2:33][CH2:32][O:31][CH2:30][C@@H:29]2[CH3:34])=[CH:8][CH:7]=1)([OH:5])[CH3:4]. (2) Given the reactants O[C:2]1[C:7]([I:8])=[C:6]([OH:9])[CH:5]=[CH:4][N:3]=1.[C:10]([O-:13])([O-])=O.[Cs+].[Cs+].[CH3:16]N(C=O)C, predict the reaction product. The product is: [CH3:2][N:3]1[CH:4]=[CH:5][C:6]([O:9][CH3:16])=[C:7]([I:8])[C:10]1=[O:13]. (3) Given the reactants [CH:1]([N:5]1[CH2:10][CH2:9][N:8](C(OC(C)(C)C)=O)[C@@H:7]([C:18]([N:20]2[CH2:25][CH2:24][N:23]([C:26]([NH:28][C:29]3[CH:34]=[CH:33][C:32]([Cl:35])=[C:31]([Cl:36])[CH:30]=3)=[O:27])[CH2:22][CH2:21]2)=[O:19])[CH2:6]1)([CH2:3][CH3:4])[CH3:2].FC(F)(F)C(O)=O, predict the reaction product. The product is: [CH:1]([N:5]1[CH2:10][CH2:9][NH:8][C@@H:7]([C:18]([N:20]2[CH2:25][CH2:24][N:23]([C:26]([NH:28][C:29]3[CH:34]=[CH:33][C:32]([Cl:35])=[C:31]([Cl:36])[CH:30]=3)=[O:27])[CH2:22][CH2:21]2)=[O:19])[CH2:6]1)([CH2:3][CH3:4])[CH3:2]. (4) Given the reactants [Cl:1][C:2]1[CH:3]=[CH:4][C:5]([O:31][CH3:32])=[C:6]([C:8]2[C:12]([NH:13][C:14]([C:16]3[CH:17]=[N:18][N:19]4[CH:24]=[CH:23][CH:22]=[N:21][C:20]=34)=[O:15])=[CH:11][N:10]([C:25]([CH3:30])([CH3:29])[C:26]([OH:28])=O)[N:9]=2)[CH:7]=1.[NH:33]1[CH2:36][CH2:35][CH2:34]1.C(N(CC)C(C)C)(C)C, predict the reaction product. The product is: [N:33]1([C:26](=[O:28])[C:25]([N:10]2[CH:11]=[C:12]([NH:13][C:14]([C:16]3[CH:17]=[N:18][N:19]4[CH:24]=[CH:23][CH:22]=[N:21][C:20]=34)=[O:15])[C:8]([C:6]3[CH:7]=[C:2]([Cl:1])[CH:3]=[CH:4][C:5]=3[O:31][CH3:32])=[N:9]2)([CH3:30])[CH3:29])[CH2:36][CH2:35][CH2:34]1. (5) The product is: [CH3:14][C:12]1[C:7]2[C:5](=[CH:4][C:3]([Cl:2])=[CH:9][CH:8]=2)[N:6]=[CH:11][CH:10]=1. Given the reactants Cl.[Cl:2][C:3]1[CH:4]=[C:5]([CH:7]=[CH:8][CH:9]=1)[NH2:6].[CH:10]([C:12]([CH3:14])=O)=[CH2:11].[OH-].[Na+], predict the reaction product.